The task is: Predict which catalyst facilitates the given reaction.. This data is from Catalyst prediction with 721,799 reactions and 888 catalyst types from USPTO. Reactant: CC1(C)[O:7][CH2:6][CH:5]([N:8]2[CH2:14][CH2:13][C:12]3[CH:15]=[CH:16][C:17]([C:20]4[N:24]=[C:23]([C:25]5[CH:26]=[C:27]([C:35]#[N:36])[C:28]([NH:31][CH2:32][CH2:33][CH3:34])=[N:29][CH:30]=5)[O:22][N:21]=4)=[C:18]([CH3:19])[C:11]=3[CH2:10][CH2:9]2)[CH2:4][O:3]1.Cl. Product: [OH:3][CH2:4][CH:5]([N:8]1[CH2:14][CH2:13][C:12]2[CH:15]=[CH:16][C:17]([C:20]3[N:24]=[C:23]([C:25]4[CH:26]=[C:27]([C:35]#[N:36])[C:28]([NH:31][CH2:32][CH2:33][CH3:34])=[N:29][CH:30]=4)[O:22][N:21]=3)=[C:18]([CH3:19])[C:11]=2[CH2:10][CH2:9]1)[CH2:6][OH:7]. The catalyst class is: 774.